Regression. Given two drug SMILES strings and cell line genomic features, predict the synergy score measuring deviation from expected non-interaction effect. From a dataset of Merck oncology drug combination screen with 23,052 pairs across 39 cell lines. (1) Drug 1: CCc1c2c(nc3ccc(O)cc13)-c1cc3c(c(=O)n1C2)COC(=O)C3(O)CC. Drug 2: Cn1cc(-c2cnn3c(N)c(Br)c(C4CCCNC4)nc23)cn1. Cell line: NCIH2122. Synergy scores: synergy=-2.41. (2) Cell line: A2780. Drug 1: CCc1c2c(nc3ccc(O)cc13)-c1cc3c(c(=O)n1C2)COC(=O)C3(O)CC. Synergy scores: synergy=4.80. Drug 2: CNC(=O)c1cc(Oc2ccc(NC(=O)Nc3ccc(Cl)c(C(F)(F)F)c3)cc2)ccn1. (3) Drug 1: O=S1(=O)NC2(CN1CC(F)(F)F)C1CCC2Cc2cc(C=CCN3CCC(C(F)(F)F)CC3)ccc2C1. Drug 2: CC1CC2C3CCC4=CC(=O)C=CC4(C)C3(F)C(O)CC2(C)C1(O)C(=O)CO. Cell line: NCIH23. Synergy scores: synergy=6.77. (4) Drug 1: O=C(CCCCCCC(=O)Nc1ccccc1)NO. Drug 2: CCN(CC)CCNC(=O)c1c(C)[nH]c(C=C2C(=O)Nc3ccc(F)cc32)c1C. Cell line: A2058. Synergy scores: synergy=-8.97. (5) Drug 1: Nc1ccn(C2OC(CO)C(O)C2(F)F)c(=O)n1. Drug 2: CCN(CC)CCNC(=O)c1c(C)[nH]c(C=C2C(=O)Nc3ccc(F)cc32)c1C. Cell line: OV90. Synergy scores: synergy=0.0379. (6) Drug 1: O=C(CCCCCCC(=O)Nc1ccccc1)NO. Drug 2: C#Cc1cccc(Nc2ncnc3cc(OCCOC)c(OCCOC)cc23)c1. Cell line: DLD1. Synergy scores: synergy=7.36. (7) Drug 1: O=C(O)C1(Cc2cccc(Nc3nccs3)n2)CCC(Oc2cccc(Cl)c2F)CC1. Drug 2: Cn1cc(-c2cnn3c(N)c(Br)c(C4CCCNC4)nc23)cn1. Cell line: A2058. Synergy scores: synergy=-4.97. (8) Drug 1: CN1C(=O)C=CC2(C)C3CCC4(C)C(NC(=O)OCC(F)(F)F)CCC4C3CCC12. Drug 2: NC1CCCCC1N.O=C(O)C(=O)O.[Pt+2]. Cell line: PA1. Synergy scores: synergy=-25.4. (9) Drug 1: C=CCn1c(=O)c2cnc(Nc3ccc(N4CCN(C)CC4)cc3)nc2n1-c1cccc(C(C)(C)O)n1. Drug 2: O=C(NOCC(O)CO)c1ccc(F)c(F)c1Nc1ccc(I)cc1F. Cell line: NCIH460. Synergy scores: synergy=8.68.